This data is from Full USPTO retrosynthesis dataset with 1.9M reactions from patents (1976-2016). The task is: Predict the reactants needed to synthesize the given product. (1) Given the product [CH2:41]([C:44]1[CH:49]=[C:48]([Br:50])[CH:47]=[C:46]([O:51][CH3:52])[C:45]=1[O:53][Si:60]([CH:67]([CH3:69])[CH3:68])([CH:64]([CH3:66])[CH3:65])[CH:61]([CH3:63])[CH3:62])[CH:42]=[CH2:43], predict the reactants needed to synthesize it. The reactants are: C(O)(=O)C.FC1C(OCCF)=CC(OC)=CC=1C(NC1C=CC(C(N)=N)=CC=1)C1NC(=O)N(C2N=CC=CN=2)N=1.[CH2:41]([C:44]1[CH:49]=[C:48]([Br:50])[CH:47]=[C:46]([O:51][CH3:52])[C:45]=1[OH:53])[CH:42]=[CH2:43].N1C=CN=C1.Cl[Si:60]([CH:67]([CH3:69])[CH3:68])([CH:64]([CH3:66])[CH3:65])[CH:61]([CH3:63])[CH3:62].Cl. (2) Given the product [CH3:1][O:2][C:3]1[C:16]([O:17][CH3:18])=[CH:15][CH:14]=[C:13]([C:19]2[CH:27]=[CH:26][CH:25]=[C:24]3[C:20]=2[CH2:21][CH2:22][C:23]3=[O:28])[C:4]=1[O:5][CH2:6][C:7]([CH3:12])([CH3:11])[C:8]([N:30]([CH3:31])[CH3:29])=[O:9], predict the reactants needed to synthesize it. The reactants are: [CH3:1][O:2][C:3]1[C:16]([O:17][CH3:18])=[CH:15][CH:14]=[C:13]([C:19]2[CH:27]=[CH:26][CH:25]=[C:24]3[C:20]=2[CH2:21][CH2:22][C:23]3=[O:28])[C:4]=1[O:5][CH2:6][C:7]([CH3:12])([CH3:11])[C:8](O)=[O:9].[CH3:29][NH:30][CH3:31].COC1C(OC)=CC=C(C2C=CC=C3C=2CCC3=O)C=1OCC(C)(C)C(NC)=O. (3) Given the product [NH2:15][C:16]1[C:21]([NH:22][CH:33]2[CH2:34][CH2:35][N:30]([C:28]([O:27][C:23]([CH3:26])([CH3:25])[CH3:24])=[O:29])[CH2:31][CH2:32]2)=[CH:20][CH:19]=[CH:18][N:17]=1, predict the reactants needed to synthesize it. The reactants are: C(O[BH-](OC(=O)C)OC(=O)C)(=O)C.[Na+].[NH2:15][C:16]1[C:21]([NH2:22])=[CH:20][CH:19]=[CH:18][N:17]=1.[C:23]([O:27][C:28]([N:30]1[CH2:35][CH2:34][C:33](=O)[CH2:32][CH2:31]1)=[O:29])([CH3:26])([CH3:25])[CH3:24]. (4) Given the product [CH3:3][N:2]([CH2:4][C:5]1[CH:6]=[CH:7][C:8]([C:11]2[C:12]3[C:13]4[CH:26]=[CH:25][S:24][C:14]=4[C:15](=[O:23])[NH:16][C:17]=3[CH:18]=[CH:19][C:20]=2[OH:21])=[CH:9][CH:10]=1)[CH3:1], predict the reactants needed to synthesize it. The reactants are: [CH3:1][N:2]([CH2:4][C:5]1[CH:10]=[CH:9][C:8]([C:11]2[C:12]3[C:13]4[CH:26]=[CH:25][S:24][C:14]=4[C:15](=[O:23])[NH:16][C:17]=3[CH:18]=[CH:19][C:20]=2[O:21]C)=[CH:7][CH:6]=1)[CH3:3].BrB(Br)Br.